This data is from TCR-epitope binding with 47,182 pairs between 192 epitopes and 23,139 TCRs. The task is: Binary Classification. Given a T-cell receptor sequence (or CDR3 region) and an epitope sequence, predict whether binding occurs between them. (1) The epitope is HTTDPSFLGRY. The TCR CDR3 sequence is CASGPGLGGGGDNEQFF. Result: 1 (the TCR binds to the epitope). (2) The epitope is LEPLVDLPI. The TCR CDR3 sequence is CASSKEVLVRGSGEQYF. Result: 1 (the TCR binds to the epitope). (3) The epitope is IYSKHTPINL. The TCR CDR3 sequence is CASSRRTSGGLDTQYF. Result: 0 (the TCR does not bind to the epitope). (4) The epitope is KLSYGIATV. The TCR CDR3 sequence is CASSLDINSLPDQPQHF. Result: 1 (the TCR binds to the epitope). (5) The epitope is SSNVANYQK. The TCR CDR3 sequence is CASGSSGGAGYGYTF. Result: 0 (the TCR does not bind to the epitope). (6) The epitope is SGPLKAEIAQRLED. The TCR CDR3 sequence is CASSFAGELFF. Result: 0 (the TCR does not bind to the epitope). (7) The epitope is GTSGSPIINR. The TCR CDR3 sequence is CASSYGTEQPQHF. Result: 1 (the TCR binds to the epitope). (8) The epitope is ELAGIGILTV. The TCR CDR3 sequence is CASSFELDRGLYEQYF. Result: 0 (the TCR does not bind to the epitope). (9) The epitope is TLIGDCATV. The TCR CDR3 sequence is CASRYAGSAYGYTF. Result: 1 (the TCR binds to the epitope). (10) The epitope is FLLNKEMYL. The TCR CDR3 sequence is CAISDWGSLMVDEQFF. Result: 0 (the TCR does not bind to the epitope).